Dataset: Forward reaction prediction with 1.9M reactions from USPTO patents (1976-2016). Task: Predict the product of the given reaction. Given the reactants [N-:1]=[N+:2]=[N-:3].[Na+].[CH3:5][S:6]([O:9][CH2:10][CH2:11][O:12][CH2:13][CH2:14][O:15][CH2:16][CH2:17][O:18][CH2:19][CH2:20]OS(C)(=O)=O)(=[O:8])=[O:7].C(O)C, predict the reaction product. The product is: [CH3:5][S:6]([O:9][CH2:10][CH2:11][O:12][CH2:13][CH2:14][O:15][CH2:16][CH2:17][O:18][CH2:19][CH2:20][N:1]=[N+:2]=[N-:3])(=[O:8])=[O:7].